Dataset: Reaction yield outcomes from USPTO patents with 853,638 reactions. Task: Predict the reaction yield, written as a fraction of the theoretical maximum amount of product (1.0 means a 100% yield; for example, 0.34 means a 34% yield). The reactants are [NH2:1][C:2]1[N:7]=[N:6][C:5]([N:8]2[CH2:13][CH2:12][N:11]([C:14]([C:16]3[CH:21]=[CH:20][CH:19]=[CH:18][C:17]=3[C:22]([F:25])([F:24])[F:23])=[O:15])[CH2:10][CH2:9]2)=[CH:4][CH:3]=1.[O:26]([CH2:33][C:34](Cl)=[O:35])[C:27]1[CH:32]=[CH:31][CH:30]=[CH:29][CH:28]=1.C(N(CC)CC)C.O. The catalyst is ClCCl. The product is [O:26]([CH2:33][C:34]([NH:1][C:2]1[N:7]=[N:6][C:5]([N:8]2[CH2:9][CH2:10][N:11]([C:14](=[O:15])[C:16]3[CH:21]=[CH:20][CH:19]=[CH:18][C:17]=3[C:22]([F:25])([F:24])[F:23])[CH2:12][CH2:13]2)=[CH:4][CH:3]=1)=[O:35])[C:27]1[CH:32]=[CH:31][CH:30]=[CH:29][CH:28]=1. The yield is 0.340.